Predict which catalyst facilitates the given reaction. From a dataset of Catalyst prediction with 721,799 reactions and 888 catalyst types from USPTO. (1) Reactant: Cl[CH2:2][C:3]([NH:5][C:6]1[CH:11]=[C:10]([N+:12]([O-:14])=[O:13])[CH:9]=[C:8]([S:15]([CH3:18])(=[O:17])=[O:16])[CH:7]=1)=[O:4].[NH2:19][C@H:20]([CH2:23][CH3:24])[CH2:21][OH:22]. Product: [OH:22][CH2:21][C@H:20]([NH:19][CH2:2][C:3]([NH:5][C:6]1[CH:11]=[C:10]([N+:12]([O-:14])=[O:13])[CH:9]=[C:8]([S:15]([CH3:18])(=[O:17])=[O:16])[CH:7]=1)=[O:4])[CH2:23][CH3:24]. The catalyst class is: 13. (2) Reactant: Cl.Cl[C:3]1[N:16]2[C:7](=[N:8][C:9]3[C:14]([C:15]2=[O:17])=[C:13]([F:18])[CH:12]=[CH:11][CH:10]=3)[C:6]2[CH:19]=[CH:20][N:21]([S:22]([C:25]3[CH:30]=[CH:29][C:28]([CH3:31])=[CH:27][CH:26]=3)(=[O:24])=[O:23])[C:5]=2[N:4]=1.[CH3:32][N:33]([CH2:35][C:36]([N:38]1[C:47]2[C:42](=[CH:43][C:44]([CH3:49])=[C:45]([NH2:48])[CH:46]=2)[CH2:41][CH2:40][CH2:39]1)=[O:37])[CH3:34].[CH3:50][NH2:51]. Product: [CH3:34][N:33]([CH3:32])[CH2:35][C:36]([N:38]1[C:47]2[C:42](=[CH:43][C:44]([CH3:49])=[C:45]([NH:48][C:3]3[N:16]=[C:7]([NH:8][C:9]4[CH:10]=[CH:11][CH:12]=[C:13]([F:18])[C:14]=4[C:15]([NH:51][CH3:50])=[O:17])[C:6]4[CH:19]=[CH:20][N:21]([S:22]([C:25]5[CH:30]=[CH:29][C:28]([CH3:31])=[CH:27][CH:26]=5)(=[O:24])=[O:23])[C:5]=4[N:4]=3)[CH:46]=2)[CH2:41][CH2:40][CH2:39]1)=[O:37]. The catalyst class is: 1. (3) Reactant: [OH:1][C:2]1[C:3]([P:12](=[O:25])([C:19]2[CH:24]=[CH:23][CH:22]=[CH:21][CH:20]=2)[C:13]2[CH:18]=[CH:17][CH:16]=[CH:15][CH:14]=2)=[N:4][C:5]2[C:10]([CH:11]=1)=[CH:9][CH:8]=[CH:7][CH:6]=2.CC(C)([O-])C.[Li+:31]. Product: [C:13]1([P:12]([C:3]2[C:2]([O-:1])=[CH:11][C:10]3[C:5](=[CH:6][CH:7]=[CH:8][CH:9]=3)[N:4]=2)([C:19]2[CH:20]=[CH:21][CH:22]=[CH:23][CH:24]=2)=[O:25])[CH:14]=[CH:15][CH:16]=[CH:17][CH:18]=1.[Li+:31]. The catalyst class is: 10. (4) Reactant: Cl[C:2]1[N:7]=[C:6]([N:8]2[CH:12]=[C:11]([CH3:13])[N:10]=[C:9]2[CH2:14][CH2:15][C:16]([F:19])([F:18])[F:17])[C:5]([N+:20]([O-:22])=[O:21])=[CH:4][CH:3]=1.[OH-].[K+].[F:25][C:26]([F:30])([F:29])[CH2:27][OH:28]. The catalyst class is: 18. Product: [CH3:13][C:11]1[N:10]=[C:9]([CH2:14][CH2:15][C:16]([F:19])([F:18])[F:17])[N:8]([C:6]2[C:5]([N+:20]([O-:22])=[O:21])=[CH:4][CH:3]=[C:2]([O:28][CH2:27][C:26]([F:30])([F:29])[F:25])[N:7]=2)[CH:12]=1. (5) Reactant: [CH3:1][NH:2][CH:3]([CH2:5]/[CH:6]=[CH:7]/[C:8]1[CH:9]=[N:10][CH:11]=[C:12]([O:14][CH:15]([CH3:17])[CH3:16])[CH:13]=1)[CH3:4].[O:18]=[C:19]([OH:31])[C@@H:20]([C@H:22]([C@H:24]([C@@H:26]([C:28]([OH:30])=[O:29])[OH:27])[OH:25])[OH:23])[OH:21].O. Product: [O:18]=[C:19]([OH:31])[C@@H:20]([C@H:22]([C@H:24]([C@@H:26]([C:28]([OH:30])=[O:29])[OH:27])[OH:25])[OH:23])[OH:21].[CH3:1][NH:2][CH:3]([CH2:5]/[CH:6]=[CH:7]/[C:8]1[CH:9]=[N:10][CH:11]=[C:12]([O:14][CH:15]([CH3:17])[CH3:16])[CH:13]=1)[CH3:4].[CH3:1][NH:2][CH:3]([CH2:5]/[CH:6]=[CH:7]/[C:8]1[CH:9]=[N:10][CH:11]=[C:12]([O:14][CH:15]([CH3:17])[CH3:16])[CH:13]=1)[CH3:4]. The catalyst class is: 5. (6) Reactant: [CH3:1][S:2][CH2:3][C@H:4]1[O:8][C@@H:7]([N:9]2[C:18]3[N:17]=[CH:16][N:15]=[C:13]([NH2:14])[C:12]=3[N:11]=[C:10]2[CH3:19])[C@H:6]([OH:20])[C@@H:5]1[OH:21].[C:22](O)(=O)C.[Br:26]C. Product: [Br-:26].[CH3:1][S+:2]([CH3:22])[CH2:3][C@H:4]1[O:8][C@@H:7]([N:9]2[C:18]3[N:17]=[CH:16][N:15]=[C:13]([NH2:14])[C:12]=3[N:11]=[C:10]2[CH3:19])[C@H:6]([OH:20])[C@@H:5]1[OH:21]. The catalyst class is: 27. (7) Reactant: [CH2:1]([C:4]1([NH2:18])[CH2:9][CH2:8][CH:7]([O:10][Si:11]([C:14]([CH3:17])([CH3:16])[CH3:15])([CH3:13])[CH3:12])[CH2:6][CH2:5]1)[CH:2]=[CH2:3].[C:19](O[C:19]([O:21][C:22]([CH3:25])([CH3:24])[CH3:23])=[O:20])([O:21][C:22]([CH3:25])([CH3:24])[CH3:23])=[O:20].C(N(CC)CC)C. Product: [C:22]([O:21][C:19](=[O:20])[NH:18][C:4]1([CH2:1][CH:2]=[CH2:3])[CH2:5][CH2:6][CH:7]([O:10][Si:11]([C:14]([CH3:17])([CH3:16])[CH3:15])([CH3:12])[CH3:13])[CH2:8][CH2:9]1)([CH3:25])([CH3:24])[CH3:23]. The catalyst class is: 4. (8) Reactant: C([N-]C(C)C)(C)C.[Li+].[CH2:9]([O:16][C:17]1[CH:30]=[C:29]([F:31])[C:28]([CH2:32]Br)=[CH:27][C:18]=1[CH2:19][O:20][CH:21]1[CH2:26][CH2:25][CH2:24][CH2:23][O:22]1)[C:10]1[CH:15]=[CH:14][CH:13]=[CH:12][CH:11]=1.[NH4+].[Cl-].C([O:38]CC)C. Product: [CH2:9]([O:16][C:17]1[C:18]([CH2:19][O:20][CH:21]2[CH2:26][CH2:25][CH2:24][CH2:23][O:22]2)=[CH:27][C:28]([CH2:32][OH:38])=[C:29]([F:31])[CH:30]=1)[C:10]1[CH:15]=[CH:14][CH:13]=[CH:12][CH:11]=1. The catalyst class is: 6. (9) The catalyst class is: 7. Product: [Br:15][C:16]1[CH:24]=[CH:23][C:19]([C:20]([N:12]2[CH2:11][CH2:10][N:9]([C:3]3[C:2]([CH3:1])=[CH:7][C:6]([CH3:8])=[CH:5][N:4]=3)[CH2:14][CH2:13]2)=[O:21])=[C:18]([F:25])[CH:17]=1. Reactant: [CH3:1][C:2]1[C:3]([N:9]2[CH2:14][CH2:13][NH:12][CH2:11][CH2:10]2)=[N:4][CH:5]=[C:6]([CH3:8])[CH:7]=1.[Br:15][C:16]1[CH:24]=[CH:23][C:19]([C:20](Cl)=[O:21])=[C:18]([F:25])[CH:17]=1.[OH-].[Na+].O. (10) Reactant: [Cl:1][C:2]1[N:3]=[C:4]([N:13]2[CH2:18][CH2:17][O:16][CH2:15][CH2:14]2)[C:5]2[S:10][C:9]([CH2:11]O)=[CH:8][C:6]=2[N:7]=1.C1(P(C2C=CC=CC=2)C2C=CC=CC=2)C=CC=CC=1.C(Br)(Br)(Br)[Br:39]. Product: [Br:39][CH2:11][C:9]1[S:10][C:5]2[C:4]([N:13]3[CH2:18][CH2:17][O:16][CH2:15][CH2:14]3)=[N:3][C:2]([Cl:1])=[N:7][C:6]=2[CH:8]=1. The catalyst class is: 2.